From a dataset of Forward reaction prediction with 1.9M reactions from USPTO patents (1976-2016). Predict the product of the given reaction. (1) Given the reactants CS([O:5][CH2:6][C:7]1[C:8]([C:16]2[CH:21]=[CH:20][CH:19]=[C:18]([O:22][CH3:23])[CH:17]=2)=[N:9][S:10][C:11]=1[C:12]([F:15])([F:14])[F:13])(=O)=O.[F:24][C:25]1[CH:26]=[C:27]([CH2:33][CH2:34][C:35]([O:37]CC)=[O:36])[CH:28]=[C:29]([F:32])[C:30]=1O, predict the reaction product. The product is: [F:24][C:25]1[CH:26]=[C:27]([CH2:33][CH2:34][C:35]([OH:37])=[O:36])[CH:28]=[C:29]([F:32])[C:30]=1[O:5][CH2:6][C:7]1[C:8]([C:16]2[CH:21]=[CH:20][CH:19]=[C:18]([O:22][CH3:23])[CH:17]=2)=[N:9][S:10][C:11]=1[C:12]([F:15])([F:14])[F:13]. (2) Given the reactants [H-].[H-].[H-].[H-].[Li+].[Al+3].[CH2:7]([O:14][C:15]1[CH:16]=[C:17]([CH:21]=[CH:22][C:23]=1[CH3:24])[C:18]([O-])=[O:19])[C:8]1[CH:13]=[CH:12][CH:11]=[CH:10][CH:9]=1.[O-]S([O-])(=O)=O.[Na+].[Na+], predict the reaction product. The product is: [CH2:7]([O:14][C:15]1[CH:16]=[C:17]([CH2:18][OH:19])[CH:21]=[CH:22][C:23]=1[CH3:24])[C:8]1[CH:13]=[CH:12][CH:11]=[CH:10][CH:9]=1. (3) Given the reactants [CH3:1][O:2][C:3]1[CH:8]=[CH:7][C:6]([C:9]([NH:24][C:25]2[CH2:26][O:27][C:28]([CH3:51])([CH3:50])[C:29]([F:49])([F:48])[C@:30]([C:33]3[CH:38]=[C:37](B4OCC(C)(C)CO4)[CH:36]=[CH:35][C:34]=3[F:47])([CH3:32])[N:31]=2)([C:16]2[CH:21]=[CH:20][C:19]([O:22][CH3:23])=[CH:18][CH:17]=2)[C:10]2[CH:15]=[CH:14][CH:13]=[CH:12][CH:11]=2)=[CH:5][CH:4]=1.Br[C:53]1[CH:60]=[CH:59][C:56]([C:57]#[N:58])=[CH:55][CH:54]=1, predict the reaction product. The product is: [CH3:23][O:22][C:19]1[CH:18]=[CH:17][C:16]([C:9]([NH:24][C:25]2[CH2:26][O:27][C:28]([CH3:50])([CH3:51])[C:29]([F:48])([F:49])[C@:30]([C:33]3[CH:38]=[C:37]([C:53]4[CH:60]=[CH:59][C:56]([C:57]#[N:58])=[CH:55][CH:54]=4)[CH:36]=[CH:35][C:34]=3[F:47])([CH3:32])[N:31]=2)([C:6]2[CH:7]=[CH:8][C:3]([O:2][CH3:1])=[CH:4][CH:5]=2)[C:10]2[CH:11]=[CH:12][CH:13]=[CH:14][CH:15]=2)=[CH:21][CH:20]=1. (4) Given the reactants [NH:1]1[C:9]2[C:4](=[CH:5][CH:6]=[CH:7][CH:8]=2)[CH:3]=[CH:2]1.ClS([N:14]=[C:15]=O)(=O)=O, predict the reaction product. The product is: [C:15]([C:3]1[C:4]2[C:9](=[CH:8][CH:7]=[CH:6][CH:5]=2)[NH:1][CH:2]=1)#[N:14]. (5) Given the reactants [Br:1][C:2]1[CH:7]=[CH:6][C:5]([CH2:8][N:9]([CH2:21][C:22]([F:25])([F:24])[F:23])[S:10]([CH:13]([C:15]2[CH:20]=[CH:19][CH:18]=[CH:17][CH:16]=2)[CH3:14])(=[O:12])=[O:11])=[C:4]([F:26])[CH:3]=1.[H-].[Na+].I[CH3:30].O, predict the reaction product. The product is: [Br:1][C:2]1[CH:7]=[CH:6][C:5]([CH2:8][N:9]([CH2:21][C:22]([F:23])([F:24])[F:25])[S:10]([C:13]([C:15]2[CH:20]=[CH:19][CH:18]=[CH:17][CH:16]=2)([CH3:30])[CH3:14])(=[O:12])=[O:11])=[C:4]([F:26])[CH:3]=1. (6) Given the reactants C(OC([N:8]1[CH2:12][CH2:11][CH:10]([N:13]([CH2:22][C:23](=[O:25])[NH2:24])[CH2:14][C:15]2[CH:20]=[CH:19][C:18]([Cl:21])=[CH:17][CH:16]=2)[CH2:9]1)=O)(C)(C)C.FC(F)(F)C(O)=O, predict the reaction product. The product is: [Cl:21][C:18]1[CH:19]=[CH:20][C:15]([CH2:14][N:13]([CH:10]2[CH2:11][CH2:12][NH:8][CH2:9]2)[CH2:22][C:23]([NH2:24])=[O:25])=[CH:16][CH:17]=1. (7) Given the reactants [Br:1][C:2]1[CH:7]=[CH:6][C:5]([N:8]2[CH2:13][CH2:12][NH:11][CH2:10][CH2:9]2)=[CH:4][CH:3]=1.C(N(CC)CC)C.[CH:21]1([S:24](Cl)(=[O:26])=[O:25])[CH2:23][CH2:22]1, predict the reaction product. The product is: [Br:1][C:2]1[CH:3]=[CH:4][C:5]([N:8]2[CH2:13][CH2:12][N:11]([S:24]([CH:21]3[CH2:23][CH2:22]3)(=[O:26])=[O:25])[CH2:10][CH2:9]2)=[CH:6][CH:7]=1. (8) Given the reactants [C:1]([O:5][C:6](=[O:19])[NH:7][C:8]1[CH:13]=[CH:12][C:11]([C:14]([F:17])([F:16])[F:15])=[CH:10][C:9]=1[NH2:18])([CH3:4])([CH3:3])[CH3:2].C([O:24][C:25](=O)[CH2:26][C:27]([C:29]1[CH:34]=[CH:33][N:32]=[C:31]([C:35]2[CH:36]=[N:37][CH:38]=[CH:39][CH:40]=2)[CH:30]=1)=[O:28])(C)(C)C, predict the reaction product. The product is: [C:1]([O:5][C:6](=[O:19])[NH:7][C:8]1[CH:13]=[CH:12][C:11]([C:14]([F:17])([F:16])[F:15])=[CH:10][C:9]=1[NH:18][C:25](=[O:24])[CH2:26][C:27]([C:29]1[CH:34]=[CH:33][N:32]=[C:31]([C:35]2[CH:36]=[N:37][CH:38]=[CH:39][CH:40]=2)[CH:30]=1)=[O:28])([CH3:4])([CH3:2])[CH3:3]. (9) The product is: [F:35][C:2]([F:1])([F:34])[C:3]1[CH:33]=[CH:32][C:6]([CH2:7][N:8]2[C:16]3[C:11](=[CH:12][CH:13]=[CH:14][C:15]=3[C:17]([NH:19][C:20]3([C:23]4[CH:24]=[CH:25][C:26]([C:27]([O-:29])=[O:28])=[CH:30][CH:31]=4)[CH2:21][CH2:22]3)=[O:18])[CH:10]=[CH:9]2)=[CH:5][CH:4]=1.[CH2:36]([NH2+:38][CH2:39][CH3:40])[CH3:37]. Given the reactants [F:1][C:2]([F:35])([F:34])[C:3]1[CH:33]=[CH:32][C:6]([CH2:7][N:8]2[C:16]3[C:11](=[CH:12][CH:13]=[CH:14][C:15]=3[C:17]([NH:19][C:20]3([C:23]4[CH:31]=[CH:30][C:26]([C:27]([OH:29])=[O:28])=[CH:25][CH:24]=4)[CH2:22][CH2:21]3)=[O:18])[CH:10]=[CH:9]2)=[CH:5][CH:4]=1.[CH2:36]([NH:38][CH2:39][CH3:40])[CH3:37].COC(C)(C)C, predict the reaction product.